This data is from Full USPTO retrosynthesis dataset with 1.9M reactions from patents (1976-2016). The task is: Predict the reactants needed to synthesize the given product. (1) The reactants are: [Br:1][C:2]1[CH:3]=[C:4]([CH:27]=[C:28]([C:30]([F:33])([F:32])[F:31])[CH:29]=1)[CH2:5][O:6][CH2:7][C:8]1([C:21]2[CH:22]=[N:23][CH:24]=[CH:25][CH:26]=2)[CH2:13][CH2:12][N:11]([C:14](OC(C)(C)C)=O)[CH2:10][CH2:9]1.C(O[BH-](OC(=O)C)OC(=O)C)(=O)C.[Na+]. Given the product [Br:1][C:2]1[CH:3]=[C:4]([CH:27]=[C:28]([C:30]([F:31])([F:32])[F:33])[CH:29]=1)[CH2:5][O:6][CH2:7][C:8]1([C:21]2[CH:22]=[N:23][CH:24]=[CH:25][CH:26]=2)[CH2:13][CH2:12][N:11]([CH3:14])[CH2:10][CH2:9]1, predict the reactants needed to synthesize it. (2) Given the product [Br:10][C:11]1[CH:12]=[CH:13][C:14]([C:17]2[C:25]3[C:24]([OH:26])=[C:23]([C:27]#[N:28])[C:22](=[O:29])[NH:21][C:20]=3[S:19][C:18]=2[Cl:1])=[CH:15][CH:16]=1, predict the reactants needed to synthesize it. The reactants are: [Cl:1]NC(=O)CCC(N)=O.[Br:10][C:11]1[CH:16]=[CH:15][C:14]([C:17]2[C:25]3[C:24]([OH:26])=[C:23]([C:27]#[N:28])[C:22](=[O:29])[NH:21][C:20]=3[S:19][CH:18]=2)=[CH:13][CH:12]=1.